Task: Predict the product of the given reaction.. Dataset: Forward reaction prediction with 1.9M reactions from USPTO patents (1976-2016) (1) Given the reactants [C:1]([CH2:3]P(=O)(OCC)OCC)#[N:2].[H-].[Na+].[OH:14][CH2:15][C:16]1([N:23]2[C:27]3=[C:28]4[S:34][CH:33]=[CH:32][C:29]4=[N:30][CH:31]=[C:26]3[N:25]=[CH:24]2)[CH2:21][CH2:20][C:19](=O)[CH2:18][CH2:17]1, predict the reaction product. The product is: [OH:14][CH2:15][C:16]1([N:23]2[C:27]3=[C:28]4[S:34][CH:33]=[CH:32][C:29]4=[N:30][CH:31]=[C:26]3[N:25]=[CH:24]2)[CH2:21][CH2:20][C:19](=[CH:3][C:1]#[N:2])[CH2:18][CH2:17]1. (2) Given the reactants [OH:1][C:2]1[C:3]([CH2:13][S:14]([C:17]2[CH:22]=[CH:21][CH:20]=[CH:19][N:18]=2)(=[O:16])=[O:15])=[C:4]2[C:9](=[CH:10][CH:11]=1)[C:8](=[O:12])[CH2:7][CH2:6][CH2:5]2.[F:23][C:24]1[CH:29]=[C:28]([F:30])[CH:27]=[CH:26][C:25]=1[C@@H:31](O)[CH2:32][N:33]1[CH:37]=[CH:36][N:35]=[CH:34]1, predict the reaction product. The product is: [F:23][C:24]1[CH:29]=[C:28]([F:30])[CH:27]=[CH:26][C:25]=1[C@H:31]([O:1][C:2]1[C:3]([CH2:13][S:14]([C:17]2[CH:22]=[CH:21][CH:20]=[CH:19][N:18]=2)(=[O:16])=[O:15])=[C:4]2[C:9](=[CH:10][CH:11]=1)[C:8](=[O:12])[CH2:7][CH2:6][CH2:5]2)[CH2:32][N:33]1[CH:37]=[CH:36][N:35]=[CH:34]1. (3) Given the reactants [C:1]1([CH3:9])[CH:6]=[CH:5][C:4]([CH:7]=O)=[CH:3][CH:2]=1.[CH3:10][O:11][C:12](=[O:33])[CH:13]=P(C1C=CC=CC=1)(C1C=CC=CC=1)C1C=CC=CC=1, predict the reaction product. The product is: [CH3:10][O:11][C:12](=[O:33])[CH:13]=[CH:7][C:4]1[CH:5]=[CH:6][C:1]([CH3:9])=[CH:2][CH:3]=1.